From a dataset of Forward reaction prediction with 1.9M reactions from USPTO patents (1976-2016). Predict the product of the given reaction. The product is: [C:1]([O:5][C:6](=[O:25])[N:7]([CH2:9][C:10]1[CH:14]=[C:13]([C:30]2[CH:31]=[CH:32][C:27]([Cl:26])=[CH:28][C:29]=2[F:36])[NH:12][CH:11]=1)[CH3:8])([CH3:2])([CH3:3])[CH3:4]. Given the reactants [C:1]([O:5][C:6](=[O:25])[N:7]([CH2:9][C:10]1[CH:14]=[C:13](Br)[N:12](S(C2C=NC=CC=2)(=O)=O)[CH:11]=1)[CH3:8])([CH3:4])([CH3:3])[CH3:2].[Cl:26][C:27]1[CH:32]=[CH:31][C:30](B(O)O)=[C:29]([F:36])[CH:28]=1.C(=O)([O-])[O-].[Na+].[Na+], predict the reaction product.